Dataset: Full USPTO retrosynthesis dataset with 1.9M reactions from patents (1976-2016). Task: Predict the reactants needed to synthesize the given product. Given the product [CH3:1][O:2][C:3]1[CH:8]=[C:7]([N+:9]([O-:11])=[O:10])[CH:6]=[CH:5][C:4]=1[O:12][CH2:15][C:16]([CH3:18])([OH:14])[CH3:17], predict the reactants needed to synthesize it. The reactants are: [CH3:1][O:2][C:3]1[CH:8]=[C:7]([N+:9]([O-:11])=[O:10])[CH:6]=[CH:5][C:4]=1[O-:12].[K+].[O:14]1[C:16]([CH3:18])([CH3:17])[CH2:15]1.